From a dataset of Full USPTO retrosynthesis dataset with 1.9M reactions from patents (1976-2016). Predict the reactants needed to synthesize the given product. (1) The reactants are: [C:1]1([S:7]([NH2:10])(=[O:9])=[O:8])[CH:6]=[CH:5][CH:4]=[CH:3][CH:2]=1.[Br:11][C:12]1[CH:13]=[C:14]([CH:18]=[C:19]([Br:30])[C:20]=1[O:21][CH2:22][C:23]1[CH:28]=[CH:27][CH:26]=[C:25]([Br:29])[CH:24]=1)[C:15](O)=[O:16].C(N(CC)C(C)C)(C)C.O.ON1C2C=CC=CC=2N=N1. Given the product [Br:11][C:12]1[CH:13]=[C:14]([CH:18]=[C:19]([Br:30])[C:20]=1[O:21][CH2:22][C:23]1[CH:28]=[CH:27][CH:26]=[C:25]([Br:29])[CH:24]=1)[C:15]([NH:10][S:7]([C:1]1[CH:6]=[CH:5][CH:4]=[CH:3][CH:2]=1)(=[O:9])=[O:8])=[O:16], predict the reactants needed to synthesize it. (2) Given the product [OH:37][C:33]12[O:38][C:29]([C:9]3[NH:10][C:11]4[C:12](=[O:13])[N:4]([CH2:1][CH2:2][CH3:3])[C:5](=[O:23])[N:6]([CH2:20][CH2:21][CH3:22])[C:7]=4[N:8]=3)([CH2:36][CH2:35][CH2:34]1)[CH2:30][CH2:31][CH2:32]2, predict the reactants needed to synthesize it. The reactants are: [CH2:1]([N:4]1[C:12](=[O:13])[C:11]2[N:10](CN3CCCC3)[CH:9]=[N:8][C:7]=2[N:6]([CH2:20][CH2:21][CH3:22])[C:5]1=[O:23])[CH2:2][CH3:3].[Li]CCCC.[C:29]1(=[O:38])[CH2:36][CH2:35][CH2:34][C:33](=[O:37])[CH2:32][CH2:31][CH2:30]1. (3) Given the product [Si:5]([O:9][C:10]1[CH:11]=[C:12]([CH:15]=[CH:16][CH:17]=1)[CH:13]=[O:14])([C:1]([CH3:4])([CH3:3])[CH3:2])([CH3:8])[CH3:7], predict the reactants needed to synthesize it. The reactants are: [C:1]([Si:5]([CH3:8])([CH3:7])Cl)([CH3:4])([CH3:3])[CH3:2].[OH:9][C:10]1[CH:11]=[C:12]([CH:15]=[CH:16][CH:17]=1)[CH:13]=[O:14].N1C=CN=C1. (4) Given the product [Cl:1][C:2]1[C:11]2[C:6](=[CH:7][CH:8]=[C:9]([C:13]#[N:14])[CH:10]=2)[N:5]=[CH:4][CH:3]=1, predict the reactants needed to synthesize it. The reactants are: [Cl:1][C:2]1[C:11]2[C:6](=[CH:7][CH:8]=[C:9](I)[CH:10]=2)[N:5]=[CH:4][CH:3]=1.[CH3:13][N:14](C=O)C.